Dataset: Reaction yield outcomes from USPTO patents with 853,638 reactions. Task: Predict the reaction yield, written as a fraction of the theoretical maximum amount of product (1.0 means a 100% yield; for example, 0.34 means a 34% yield). The reactants are [CH2:1](N(CC)CC)C.[OH:8][C:9]1[CH:13]=[CH:12][NH:11][N:10]=1.[C:14](O[C:14]([O:16][CH2:17][CH3:18])=[O:15])([O:16][CH2:17][CH3:18])=[O:15]. The catalyst is C(O)C. The product is [OH:8][C:9]1[CH:13]=[C:12]([CH3:1])[N:11]([C:14]([O:16][CH2:17][CH3:18])=[O:15])[N:10]=1. The yield is 0.717.